Dataset: Forward reaction prediction with 1.9M reactions from USPTO patents (1976-2016). Task: Predict the product of the given reaction. (1) Given the reactants [CH3:1][C:2]1[C:6]([C:7]2[CH:8]=[C:9]3[CH:15]=[CH:14][NH:13][C:10]3=[N:11][CH:12]=2)=[C:5]([CH3:16])[O:4][N:3]=1.[S:17]1[CH2:22][CH2:21][CH:20]([CH:23]=[O:24])[CH2:19][CH2:18]1.[OH-].[K+].O.[CH3:28]O, predict the reaction product. The product is: [CH3:28][O:24][CH:23]([CH:20]1[CH2:21][CH2:22][S:17][CH2:18][CH2:19]1)[C:15]1[C:9]2[C:10](=[N:11][CH:12]=[C:7]([C:6]3[C:2]([CH3:1])=[N:3][O:4][C:5]=3[CH3:16])[CH:8]=2)[NH:13][CH:14]=1. (2) The product is: [N:1]([C:4]1[CH:5]=[C:6]([CH:10]=[CH:11][C:12]=1[CH3:13])[C:7]([NH:14][C:15]1[CH:20]=[C:19]([C:21]([CH3:23])([CH3:24])[CH3:22])[CH:18]=[C:17]([NH:25][S:26]([CH3:29])(=[O:28])=[O:27])[C:16]=1[CH3:30])=[O:9])=[N+:2]=[N-:3]. Given the reactants [N:1]([C:4]1[CH:5]=[C:6]([CH:10]=[CH:11][C:12]=1[CH3:13])[C:7]([OH:9])=O)=[N+:2]=[N-:3].[NH2:14][C:15]1[C:16]([CH3:30])=[C:17]([NH:25][S:26]([CH3:29])(=[O:28])=[O:27])[CH:18]=[C:19]([C:21]([CH3:24])([CH3:23])[CH3:22])[CH:20]=1.N(C1C=C(C=CC=1C)C(NC1C=C(C(C)(C)C)C=C(NS(C)(=O)=O)C=1OC)=O)=[N+]=[N-], predict the reaction product. (3) Given the reactants [Cl:1][C:2]1[CH:18]=[CH:17][C:5]2[S:6][C:7]([C:13]([O:15]C)=[O:14])=[C:8]([C:9]([F:12])([F:11])[F:10])[C:4]=2[CH:3]=1.[Li+].[OH-].C(O)(=O)CC(CC(O)=O)(C(O)=O)O, predict the reaction product. The product is: [Cl:1][C:2]1[CH:18]=[CH:17][C:5]2[S:6][C:7]([C:13]([OH:15])=[O:14])=[C:8]([C:9]([F:12])([F:11])[F:10])[C:4]=2[CH:3]=1. (4) The product is: [NH2:22][C:3]1[C:2]([C:27]2[CH:28]=[CH:29][C:24]([OH:23])=[CH:25][CH:26]=2)=[C:7]([CH2:8][CH3:9])[C:6]([C:10]2[CH:15]=[CH:14][CH:13]=[C:12]([N:16]3[CH2:21][CH2:20][NH:19][CH2:18][CH2:17]3)[CH:11]=2)=[CH:5][N:4]=1. Given the reactants Br[C:2]1[C:3]([NH2:22])=[N:4][CH:5]=[C:6]([C:10]2[CH:15]=[CH:14][CH:13]=[C:12]([N:16]3[CH2:21][CH2:20][NH:19][CH2:18][CH2:17]3)[CH:11]=2)[C:7]=1[CH2:8][CH3:9].[OH:23][C:24]1[CH:29]=[CH:28][C:27](B(O)O)=[CH:26][CH:25]=1.C([O-])([O-])=O.[Na+].[Na+], predict the reaction product. (5) The product is: [CH:1]([N:4]1[CH2:9][CH2:8][CH:7]([C:10]2[N:11]=[C:24]([C:23]3[CH:27]=[CH:28][C:20]([CH:14]4[CH2:15][CH2:16][CH2:17][CH2:18][CH2:19]4)=[CH:21][CH:22]=3)[O:13][N:12]=2)[CH2:6][CH2:5]1)([CH3:3])[CH3:2]. Given the reactants [CH:1]([N:4]1[CH2:9][CH2:8][CH:7]([C:10]([NH:12][OH:13])=[NH:11])[CH2:6][CH2:5]1)([CH3:3])[CH3:2].[CH:14]1([C:20]2[CH:28]=[CH:27][C:23]([C:24](Cl)=O)=[CH:22][CH:21]=2)[CH2:19][CH2:18][CH2:17][CH2:16][CH2:15]1, predict the reaction product.